Dataset: Catalyst prediction with 721,799 reactions and 888 catalyst types from USPTO. Task: Predict which catalyst facilitates the given reaction. (1) Reactant: [F:1][C:2]1[CH:16]=[CH:15][C:5]([C:6]([NH:8][CH:9]2[CH2:14][CH2:13][NH:12][CH2:11][CH2:10]2)=[O:7])=[CH:4][CH:3]=1.N1C=CC=CC=1.Cl[C:24]([O:26][CH3:27])=[O:25].O. Product: [F:1][C:2]1[CH:16]=[CH:15][C:5]([C:6]([NH:8][CH:9]2[CH2:14][CH2:13][N:12]([C:24]([O:26][CH3:27])=[O:25])[CH2:11][CH2:10]2)=[O:7])=[CH:4][CH:3]=1. The catalyst class is: 96. (2) Reactant: [CH2:1]([O:8][C:9](=[O:26])[NH:10][C:11]1[CH:16]=[CH:15][C:14]([O:17][C:18]2[CH:23]=[CH:22][N:21]=[C:20]([NH2:24])[CH:19]=2)=[C:13]([F:25])[CH:12]=1)[C:2]1[CH:7]=[CH:6][CH:5]=[CH:4][CH:3]=1.[CH2:27]([N:29]([CH2:32][CH3:33])[CH2:30][CH3:31])C.ClC([O:37][C:38]1C=CC=CC=1)=O.[CH3:44][NH:45][CH:46]1CCN(C)CC1. Product: [CH2:1]([O:8][C:9](=[O:26])[NH:10][C:11]1[CH:16]=[CH:15][C:14]([O:17][C:18]2[CH:23]=[CH:22][N:21]=[C:20]([NH:24][C:38]([N:45]([CH3:46])[CH:44]3[CH2:33][CH2:32][N:29]([CH3:27])[CH2:30][CH2:31]3)=[O:37])[CH:19]=2)=[C:13]([F:25])[CH:12]=1)[C:2]1[CH:3]=[CH:4][CH:5]=[CH:6][CH:7]=1. The catalyst class is: 9. (3) Reactant: [Cl:1][C:2]1[N:7]=[C:6](Cl)[C:5]([F:9])=[CH:4][N:3]=1.C(N(CC)CC)C.[CH:17]([O:19][CH2:20][CH2:21][CH2:22][CH3:23])=[CH2:18]. Product: [CH2:20]([O:19]/[CH:17]=[CH:18]/[C:6]1[C:5]([F:9])=[CH:4][N:3]=[C:2]([Cl:1])[N:7]=1)[CH2:21][CH2:22][CH3:23]. The catalyst class is: 167. (4) Reactant: [OH-].[Na+].[CH3:3][C:4]1[O:8][C:7]([C:9]2[CH:14]=[CH:13][CH:12]=[CH:11][CH:10]=2)=[N:6][C:5]=1[CH2:15][O:16][C:17]1[CH:37]=[CH:36][C:20]([CH2:21][O:22]/[N:23]=[C:24](/[C:30]2[CH:31]=[N:32][CH:33]=[CH:34][CH:35]=2)\[C:25]([O:27]CC)=[O:26])=[CH:19][CH:18]=1.CO.Cl. Product: [CH3:3][C:4]1[O:8][C:7]([C:9]2[CH:14]=[CH:13][CH:12]=[CH:11][CH:10]=2)=[N:6][C:5]=1[CH2:15][O:16][C:17]1[CH:37]=[CH:36][C:20]([CH2:21][O:22]/[N:23]=[C:24](/[C:30]2[CH:31]=[N:32][CH:33]=[CH:34][CH:35]=2)\[C:25]([OH:27])=[O:26])=[CH:19][CH:18]=1. The catalyst class is: 7. (5) Reactant: [N:1]1([C:7]2[N:8]=[C:9]([CH2:14][C:15]([O-:17])=O)[NH:10][C:11](=[O:13])[CH:12]=2)[CH2:6][CH2:5][O:4][CH2:3][CH2:2]1.[Na+].[F:19][CH:20]([F:29])[C:21]1[CH:22]=[C:23]([CH:25]=[CH:26][C:27]=1[F:28])[NH2:24].Cl.CN(C)CCCN=C=NCC. Product: [F:29][CH:20]([F:19])[C:21]1[CH:22]=[C:23]([NH:24][C:15](=[O:17])[CH2:14][C:9]2[NH:10][C:11](=[O:13])[CH:12]=[C:7]([N:1]3[CH2:2][CH2:3][O:4][CH2:5][CH2:6]3)[N:8]=2)[CH:25]=[CH:26][C:27]=1[F:28]. The catalyst class is: 672. (6) Reactant: [N+:1]([C:4]1[CH:9]=[CH:8][C:7]([C:10]2([C:16]([OH:18])=O)[CH2:15][CH2:14][O:13][CH2:12][CH2:11]2)=[CH:6][CH:5]=1)([O-:3])=[O:2].Cl.CN.[CH2:22]([N:24](CC)CC)C.CN(C(ON1N=NC2C=CC=NC1=2)=[N+](C)C)C.F[P-](F)(F)(F)(F)F. Product: [CH3:22][NH:24][C:16]([C:10]1([C:7]2[CH:8]=[CH:9][C:4]([N+:1]([O-:3])=[O:2])=[CH:5][CH:6]=2)[CH2:15][CH2:14][O:13][CH2:12][CH2:11]1)=[O:18]. The catalyst class is: 722. (7) The catalyst class is: 7. Reactant: CC(C)([O-])C.[K+].[CH3:7][C:8]1([CH3:30])[C@H:10]([CH:11]=O)[C@H:9]1[C:13]([O:15][CH2:16][C:17]1[C:22]([F:23])=[C:21]([F:24])[C:20]([CH2:25][O:26][CH3:27])=[C:19]([F:28])[C:18]=1[F:29])=[O:14].C(OP([CH:39]([Cl:42])[C:40]#[N:41])(=O)OCC)C. Product: [Cl:42]/[C:39](/[C:40]#[N:41])=[CH:11]\[C@H:10]1[C@@H:9]([C:13]([O:15][CH2:16][C:17]2[C:22]([F:23])=[C:21]([F:24])[C:20]([CH2:25][O:26][CH3:27])=[C:19]([F:28])[C:18]=2[F:29])=[O:14])[C:8]1([CH3:7])[CH3:30].